This data is from Experimentally validated miRNA-target interactions with 360,000+ pairs, plus equal number of negative samples. The task is: Binary Classification. Given a miRNA mature sequence and a target amino acid sequence, predict their likelihood of interaction. (1) The miRNA is hsa-miR-7852-3p with sequence UAUGUAGUAGUCAAAGGCAUUU. The protein sequence of the target gene is MLDLEVVPERSLGNEQWEFTLGMPLAQAVAILQKHCRIIKNVQVLYSEQSPLSHDLILNLTQDGIKLMFDAFNQRLKVIEVCDLTKVKLKYCGVHFNSQAIAPTIEQIDQSFGATHPGVYNSAEQLFHLNFRGLSFSFQLDSWTEAPKYEPNFAHGLASLQIPHGATVKRMYIYSGNSLQDTKAPMMPLSCFLGNVYAESVDVLRDGTGPAGLRLRLLAAGCGPGLLADAKMRVFERSVYFGDSCQDVLSMLGSPHKVFYKSEDKMKIHSPSPHKQVPSKCNDYFFNYFTLGVDILFDAN.... Result: 1 (interaction). (2) The miRNA is hsa-miR-6740-3p with sequence UGUCUUCUCUCCUCCCAAACAG. The protein sequence of the target gene is MNRKKLQKLTDTLTKNCKHFNKFEVNCLIKLFYDLVGGVERQGLVVGLDRNAFRNILHVTFGMTDDMIMDRVFRGFDKDNDGCVNVLEWIHGLSLFLRGSLEEKMKYCFEVFDLNGDGFISKEEMFHMLKNSLLKQPSEEDPDEGIKDLVEITLKKMDHDHDGKLSFADYELAVREETLLLEAFGPCLPDPKSQMEFEAQVFKDPNEFNDM. Result: 0 (no interaction). (3) The miRNA is mmu-miR-467d-5p with sequence UAAGUGCGCGCAUGUAUAUGCG. The protein sequence of the target gene is MKIIILLGFLGATLSAPLIPQRLMSASNSNELLLNLNNGQLLPLQLQGPLNSWIPPFSGILQQQQQAQIPGLSQFSLSALDQFAGLLPNQIPLTGEASFAQGAQAGQVDPLQLQTPPQTQPGPSHVMPYVFSFKMPQEQGQMFQYYPVYMVLPWEQPQQTVPRSPQQTRQQQYEEQIPFYAQFGYIPQLAEPAISGGQQQLAFDPQLGTAPEIAVMSTGEEIPYLQKEAINFRHDSAGVFMPSTSPKPSTTNVFTSAVDQTITPELPEEKDKTDSLREP. Result: 0 (no interaction). (4) The miRNA is hsa-miR-92b-3p with sequence UAUUGCACUCGUCCCGGCCUCC. The protein sequence of the target gene is MGQGPRSPHKVGRRFPAGGKRGRGAKGSGRPLPGRKRQPWPPPDGRSEPAPDSHPHLSPEALGYFRRALSALKEAPETGEERDLMVHNIMKEVETQALALSTNRTGSEMLQELLGFSPLKPLCRVWAALRSNLRTVACHRCGVHVLQSALLQLPRLLGSAAEEEEEEEEDGKDGPTETLEELVLGLAAEVCDDFLVYCGDTHGSFVVRTLLQVLGGTILESERARPRGSQSSEAQKTPAQECKPADFEVPETFLNRLQDLSSSFLKDIAVFITDKISSFCLQVALQVLHRKLPQFCAHLC.... Result: 0 (no interaction). (5) The miRNA is hsa-let-7a-3p with sequence CUAUACAAUCUACUGUCUUUC. The protein sequence of the target gene is MSSVSEVNVDIKDFLMSINLEQYLLHFHESGFTTVKDCAAINDSLLQKIGISPTGHRRRILKQLQIILSKMQDIPIYANVHKTKKNDDPSKDYHVPSSDQNICIELSNSGSVQTSSPPQLETVRKNLEDSDASVERSQYPQSDDKLSPPKRDFPTAEEPHLNLGSLNDSLFGSDNIKIESLITKKTVDHTVEEQQTEKVKLITENLSKLPNADSECLSFVGCSTSGTNSGNGTNGLLEGSPPSPFFKFQGEMIVNDLYVPSSPILAPVRSRSKLVSRPSRSFLLRHRPVPEIPGSTKGVS.... Result: 1 (interaction). (6) Result: 0 (no interaction). The protein sequence of the target gene is MFQPAAKRGFTIESLVAKDGGTGGGTGGGGAGSHLLAAAASEEPLRPTALNYPHPSAAEAAFVSGFPAAAAAGAGRSLYGGPELVFPEAMNHPALTVHPAHQLGASPLQPPHSFFGAQHRDPLHFYPWVLRNRFFGHRFQASDVPQDGLLLHGPFARKPKRIRTAFSPSQLLRLERAFEKNHYVVGAERKQLAGSLSLSETQVKVWFQNRRTKYKRQKLEEEGPESEQKKKGSHHINRWRIATKQANGEDIDVTSND. The miRNA is hsa-miR-412-3p with sequence ACUUCACCUGGUCCACUAGCCGU.